From a dataset of Full USPTO retrosynthesis dataset with 1.9M reactions from patents (1976-2016). Predict the reactants needed to synthesize the given product. (1) Given the product [Cl:18][C:19]1[CH:24]=[C:23]([C:25]2([C:27]([F:30])([F:28])[F:29])[O:16][N:15]=[C:14]([C:3]3[CH:4]=[CH:5][C:6]4[B:7]([OH:13])[O:8][C:9]([CH3:12])([CH3:11])[C:10]=4[C:2]=3[F:1])[CH2:26]2)[CH:22]=[C:21]([Cl:31])[CH:20]=1, predict the reactants needed to synthesize it. The reactants are: [F:1][C:2]1[C:10]2[C:9]([CH3:12])([CH3:11])[O:8][B:7]([OH:13])[C:6]=2[CH:5]=[CH:4][C:3]=1[C:14](Cl)=[N:15][OH:16].[Cl:18][C:19]1[CH:24]=[C:23]([C:25]([C:27]([F:30])([F:29])[F:28])=[CH2:26])[CH:22]=[C:21]([Cl:31])[CH:20]=1. (2) Given the product [F:29][C:28]([F:31])([F:30])[C:26]([O-:32])=[O:27].[NH2:1][C:2]([C:4]1[C:12]2[C:8](=[CH:9][N:10]([CH:13]3[CH2:17][CH2:16][NH2+:15][CH2:14]3)[N:11]=2)[CH:7]=[C:6]([F:25])[CH:5]=1)=[O:3], predict the reactants needed to synthesize it. The reactants are: [NH2:1][C:2]([C:4]1[C:12]2[C:8](=[CH:9][N:10]([CH:13]3[CH2:17][CH2:16][N:15](C(OC(C)(C)C)=O)[CH2:14]3)[N:11]=2)[CH:7]=[C:6]([F:25])[CH:5]=1)=[O:3].[C:26]([OH:32])([C:28]([F:31])([F:30])[F:29])=[O:27].C(Cl)Cl. (3) Given the product [CH2:3]([O:5][C:6]([C:8]1[N:9]([CH2:14][CH2:15][CH2:16][CH3:17])[N:10]=[C:11]([NH2:13])[CH:12]=1)=[O:7])[CH3:4], predict the reactants needed to synthesize it. The reactants are: [H-].[Na+].[CH2:3]([O:5][C:6]([C:8]1[CH:12]=[C:11]([NH2:13])[NH:10][N:9]=1)=[O:7])[CH3:4].[CH2:14](I)[CH2:15][CH2:16][CH3:17]. (4) Given the product [O:7]1[CH2:8][CH2:9][N:4]([CH2:3][CH2:2][SH:12])[CH2:5][CH2:6]1, predict the reactants needed to synthesize it. The reactants are: Cl[CH2:2][CH2:3][N:4]1[CH2:9][CH2:8][O:7][CH2:6][CH2:5]1.NC(N)=[S:12].[OH-].[Na+]. (5) Given the product [Cl:34][C:13]1[CH:12]=[C:11]([NH:10][C:2]2[CH:7]=[CH:6][C:5]([F:8])=[CH:4][C:3]=2[CH3:9])[CH:16]=[CH:15][C:14]=1[C:17]([C:19]1[CH:24]=[CH:23][C:22]([C:25]([N:27]2[CH2:32][CH2:31][O:30][CH2:29][CH2:28]2)=[O:26])=[CH:21][C:20]=1[CH3:33])=[O:18], predict the reactants needed to synthesize it. The reactants are: Br[C:2]1[CH:7]=[CH:6][C:5]([F:8])=[CH:4][C:3]=1[CH3:9].[NH2:10][C:11]1[CH:16]=[CH:15][C:14]([C:17]([C:19]2[CH:24]=[CH:23][C:22]([C:25]([N:27]3[CH2:32][CH2:31][O:30][CH2:29][CH2:28]3)=[O:26])=[CH:21][C:20]=2[CH3:33])=[O:18])=[C:13]([Cl:34])[CH:12]=1.C1C=CC(P(C2C=CC3C(=CC=CC=3)C=2C2C3C(=CC=CC=3)C=CC=2P(C2C=CC=CC=2)C2C=CC=CC=2)C2C=CC=CC=2)=CC=1.C([O-])([O-])=O.[Cs+].[Cs+]. (6) Given the product [N-:6]([S:3]([C:2]([F:15])([F:1])[F:14])(=[O:5])=[O:4])[S:7]([C:10]([F:13])([F:12])[F:11])(=[O:9])=[O:8].[OH:34][CH:28]([N+:20]1[CH:24]=[CH:23][N:22]([CH3:30])[C:21]=1[CH2:16][OH:19])[CH3:29], predict the reactants needed to synthesize it. The reactants are: [F:1][C:2]([F:15])([F:14])[S:3]([N-:6][S:7]([C:10]([F:13])([F:12])[F:11])(=[O:9])=[O:8])(=[O:5])=[O:4].[C:16](=[O:19])([O-])[O-].[NH+:20]1[CH:24]=[CH:23][NH:22][CH:21]=1.[NH+]1[CH:29]=[CH:28]NC=1.[C:30](=O)(O)O.[OH2:34]. (7) Given the product [CH3:31][N:32]([CH2:1][C:3]1[C:15]2[O:14][N:13]=[C:12]([CH2:16][CH2:17][CH:18]3[CH2:23][CH2:22][N:21]([C:24]([O:26][C:27]([CH3:28])([CH3:29])[CH3:30])=[O:25])[CH2:20][CH2:19]3)[C:11]=2[CH:10]=[C:9]2[C:4]=1[CH:5]=[CH:6][CH:7]=[CH:8]2)[CH3:33], predict the reactants needed to synthesize it. The reactants are: [CH:1]([C:3]1[C:15]2[O:14][N:13]=[C:12]([CH2:16][CH2:17][CH:18]3[CH2:23][CH2:22][N:21]([C:24]([O:26][C:27]([CH3:30])([CH3:29])[CH3:28])=[O:25])[CH2:20][CH2:19]3)[C:11]=2[CH:10]=[C:9]2[C:4]=1[CH:5]=[CH:6][CH:7]=[CH:8]2)=O.[CH3:31][NH:32][CH3:33].C(O[BH-](OC(=O)C)OC(=O)C)(=O)C.[Na+].[OH-].[Na+]. (8) Given the product [CH3:1][O:2][C:3]1[CH:10]=[C:9]([O:11][CH3:12])[CH:8]=[C:7]([C:13]2[S:14][CH:15]=[CH:16][CH:17]=2)[C:4]=1/[CH:5]=[CH:19]/[C:18]([C:21]1[CH:29]=[CH:28][C:24]([C:25]([OH:27])=[O:26])=[CH:23][CH:22]=1)=[O:20], predict the reactants needed to synthesize it. The reactants are: [CH3:1][O:2][C:3]1[CH:10]=[C:9]([O:11][CH3:12])[CH:8]=[C:7]([C:13]2[S:14][CH:15]=[CH:16][CH:17]=2)[C:4]=1[CH:5]=O.[C:18]([C:21]1[CH:29]=[CH:28][C:24]([C:25]([OH:27])=[O:26])=[CH:23][CH:22]=1)(=[O:20])[CH3:19]. (9) Given the product [CH3:4][C:3]1([CH3:5])[N:6]2[C:14]3[CH:13]=[C:12]([C:15]([O:17][CH2:18][CH3:19])=[O:16])[CH:11]=[CH:10][C:9]=3[CH:8]=[C:7]2[C:20](=[O:22])[NH:2][CH2:1]1, predict the reactants needed to synthesize it. The reactants are: [C:1]([C:3]([N:6]1[C:14]2[C:9](=[CH:10][CH:11]=[C:12]([C:15]([O:17][CH2:18][CH3:19])=[O:16])[CH:13]=2)[CH:8]=[C:7]1[C:20]([O:22]CC)=O)([CH3:5])[CH3:4])#[N:2].